The task is: Predict the product of the given reaction.. This data is from Forward reaction prediction with 1.9M reactions from USPTO patents (1976-2016). Given the reactants [CH3:1][O:2][C:3]([C:5]1[NH:6][C:7]2[C:12]([CH:13]=1)=[CH:11][C:10]([OH:14])=[CH:9][CH:8]=2)=[O:4].Cl[C:16]1[CH:21]=[CH:20][C:19]([N+:22]([O-:24])=[O:23])=[CH:18][N:17]=1.C(=O)([O-])[O-].[K+].[K+].O, predict the reaction product. The product is: [CH3:1][O:2][C:3]([C:5]1[NH:6][C:7]2[C:12]([CH:13]=1)=[CH:11][C:10]([O:14][C:16]1[CH:21]=[CH:20][C:19]([N+:22]([O-:24])=[O:23])=[CH:18][N:17]=1)=[CH:9][CH:8]=2)=[O:4].